This data is from Catalyst prediction with 721,799 reactions and 888 catalyst types from USPTO. The task is: Predict which catalyst facilitates the given reaction. (1) The catalyst class is: 9. Reactant: [H-].[Na+].[C:3]([O:7][C:8]([N:10]1[CH2:15][CH2:14][N:13]([C:16]2[CH:21]=[C:20]([NH:22][S:23]([C:26]3[CH:31]=[CH:30][CH:29]=[C:28]([O:32][CH:33]([F:35])[F:34])[CH:27]=3)(=[O:25])=[O:24])[CH:19]=[CH:18][C:17]=2[O:36][CH3:37])[CH2:12][CH2:11]1)=[O:9])([CH3:6])([CH3:5])[CH3:4].[CH3:38]I. Product: [C:3]([O:7][C:8]([N:10]1[CH2:15][CH2:14][N:13]([C:16]2[CH:21]=[C:20]([N:22]([S:23]([C:26]3[CH:31]=[CH:30][CH:29]=[C:28]([O:32][CH:33]([F:34])[F:35])[CH:27]=3)(=[O:25])=[O:24])[CH3:38])[CH:19]=[CH:18][C:17]=2[O:36][CH3:37])[CH2:12][CH2:11]1)=[O:9])([CH3:6])([CH3:5])[CH3:4]. (2) Reactant: [F:1][C:2]([F:17])([F:16])[C:3]([NH:5][C@H:6]([CH3:15])[CH2:7][C:8]1[CH:13]=[CH:12][C:11]([SH:14])=[CH:10][CH:9]=1)=[O:4].F[C:19]1[CH:26]=[C:25]([I:27])[CH:24]=[CH:23][C:20]=1[CH:21]=[O:22].C(=O)([O-])[O-].[K+].[K+].O. Product: [F:17][C:2]([F:1])([F:16])[C:3]([NH:5][C@H:6]([CH3:15])[CH2:7][C:8]1[CH:13]=[CH:12][C:11]([S:14][C:19]2[CH:26]=[C:25]([I:27])[CH:24]=[CH:23][C:20]=2[CH:21]=[O:22])=[CH:10][CH:9]=1)=[O:4]. The catalyst class is: 9. (3) Reactant: [CH3:1][N:2]1[CH:6]=[CH:5][N:4]=[CH:3]1.C([Li])CCC.CCCCCC.CON(C)[C:21](=[O:31])[CH2:22][NH:23][C:24](=[O:30])[O:25][C:26]([CH3:29])([CH3:28])[CH3:27]. Product: [CH3:1][N:2]1[CH:6]=[CH:5][N:4]=[C:3]1[C:21](=[O:31])[CH2:22][NH:23][C:24](=[O:30])[O:25][C:26]([CH3:27])([CH3:28])[CH3:29]. The catalyst class is: 1. (4) Reactant: [C:1]([C:5](=[CH:16][C:17]1[CH:22]=[C:21]([F:23])[C:20]([F:24])=[C:19](F)[CH:18]=1)[C:6]([O:8][CH2:9][C:10]1[CH:15]=[CH:14][CH:13]=[CH:12][CH:11]=1)=[O:7])(=O)[CH2:2][CH3:3].S(O)(O)(=O)=O.[CH3:31][O:32][C:33](=[NH:35])[NH2:34].C([O-])(O)=O.[Na+]. Product: [F:23][C:21]1[CH:22]=[C:17]([CH:16]2[NH:35][C:33]([O:32][CH3:31])=[N:34][C:1]([CH2:2][CH3:3])=[C:5]2[C:6]([O:8][CH2:9][C:10]2[CH:11]=[CH:12][CH:13]=[CH:14][CH:15]=2)=[O:7])[CH:18]=[CH:19][C:20]=1[F:24]. The catalyst class is: 3.